Dataset: Full USPTO retrosynthesis dataset with 1.9M reactions from patents (1976-2016). Task: Predict the reactants needed to synthesize the given product. Given the product [CH3:58][N:59]([CH3:68])[C:60]1[CH:67]=[CH:66][C:63]([CH2:64][NH:65][C:12]([C:5]2[N:6]([CH3:11])[C:7]3[C:3]([CH:4]=2)=[C:2]([OH:1])[CH:10]=[CH:9][CH:8]=3)=[O:14])=[CH:62][CH:61]=1, predict the reactants needed to synthesize it. The reactants are: [OH:1][C:2]1[CH:10]=[CH:9][CH:8]=[C:7]2[C:3]=1[CH:4]=[C:5]([C:12]([OH:14])=O)[N:6]2[CH3:11].CN(C(ON1N=NC2C=CC=CC1=2)=[N+](C)C)C.[B-](F)(F)(F)F.C1C=CC2N(O)N=NC=2C=1.CCN(C(C)C)C(C)C.Cl.Cl.[CH3:58][N:59]([CH3:68])[C:60]1[CH:67]=[CH:66][C:63]([CH2:64][NH2:65])=[CH:62][CH:61]=1.